This data is from Catalyst prediction with 721,799 reactions and 888 catalyst types from USPTO. The task is: Predict which catalyst facilitates the given reaction. (1) Product: [N:1]1([C:7]([O:9][CH2:10][C:11]2[CH:16]=[CH:15][CH:14]=[CH:13][CH:12]=2)=[O:8])[CH2:5][CH:4]=[CH:3][CH2:2]1. Reactant: [NH:1]1[CH2:5][CH:4]=[CH:3][CH2:2]1.Cl[C:7]([O:9][CH2:10][C:11]1[CH:16]=[CH:15][CH:14]=[CH:13][CH:12]=1)=[O:8]. The catalyst class is: 2. (2) Reactant: [Cl:1][C:2]1[CH:3]=[C:4]([NH:16][C:17]2[C:26]3[C:21](=[CH:22][C:23]([O:44][CH2:45][CH3:46])=[C:24]([NH:27][C:28](=[O:43])/[CH:29]=[CH:30]/[C@@H:31]4[CH2:35][CH2:34][CH2:33][N:32]4C(OC(C)(C)C)=O)[CH:25]=3)[N:20]=[CH:19][C:18]=2[C:47]#[N:48])[CH:5]=[CH:6][C:7]=1[O:8][CH2:9][C:10]1[CH:15]=[CH:14][CH:13]=[CH:12][N:11]=1. Product: [Cl:1][C:2]1[CH:3]=[C:4]([NH:16][C:17]2[C:26]3[C:21](=[CH:22][C:23]([O:44][CH2:45][CH3:46])=[C:24]([NH:27][C:28](=[O:43])/[CH:29]=[CH:30]/[C@@H:31]4[CH2:35][CH2:34][CH2:33][NH:32]4)[CH:25]=3)[N:20]=[CH:19][C:18]=2[C:47]#[N:48])[CH:5]=[CH:6][C:7]=1[O:8][CH2:9][C:10]1[CH:15]=[CH:14][CH:13]=[CH:12][N:11]=1. The catalyst class is: 89. (3) Reactant: ClC(OC(Cl)C)=O.C([N:15]1[CH2:24][CH2:23][C:22]2[C:21]([NH:25][C:26]3[CH:31]=[CH:30][C:29]([C:32]([F:35])([F:34])[F:33])=[CH:28][CH:27]=3)=[CH:20][C:19]([NH2:36])=[CH:18][C:17]=2[CH2:16]1)C1C=CC=CC=1.C(N(C(C)C)CC)(C)C. Product: [F:35][C:32]([F:33])([F:34])[C:29]1[CH:28]=[CH:27][C:26]([NH:25][C:21]2[C:22]3[CH2:23][CH2:24][NH:15][CH2:16][C:17]=3[CH:18]=[C:19]([NH2:36])[CH:20]=2)=[CH:31][CH:30]=1. The catalyst class is: 26. (4) Reactant: O1[CH2:12][CH:2]1[CH2:3][S:4][CH2:5][CH2:6][S:7][CH2:8][CH:9]1OC1.N[C:14](N)=[S:15].C(OC(=O)C)(=O)C.[S:24](=O)(=O)(O)O. Product: [S:15]1[CH2:14][CH:9]1[CH2:8][S:7][CH2:6][CH2:5][S:4][CH2:3][CH:2]1[S:24][CH2:12]1. The catalyst class is: 429. (5) Reactant: [CH3:1][C:2](C)([O-:4])C.[Na+].C(O)C.[Cl:10][C:11]1[CH:18]=[CH:17][CH:16]=[C:15](F)[C:12]=1[C:13]#[N:14].C(Cl)(Cl)Cl. Product: [Cl:10][C:11]1[CH:18]=[CH:17][CH:16]=[C:15]([O:4][CH2:2][CH3:1])[C:12]=1[C:13]#[N:14]. The catalyst class is: 20. (6) Reactant: CN(C)C=O.C(Cl)(=O)C(Cl)=O.[F:12][C:13]1[CH:14]=[C:15]([C:22]([NH2:24])=O)[CH:16]=[C:17]([CH:21]=1)[C:18]([NH2:20])=O.Cl. Product: [F:12][C:13]1[CH:21]=[C:17]([C:18]#[N:20])[CH:16]=[C:15]([CH:14]=1)[C:22]#[N:24]. The catalyst class is: 852. (7) Reactant: [OH:1][C:2]1[C:9]([O:10][CH3:11])=[CH:8][C:5]([C:6]#[N:7])=[C:4]([CH3:12])[C:3]=1[C:13]#[N:14].C1C(=O)N(Br)C(=O)C1.CC(N=NC(C#N)(C)C)(C#N)C.[CH2:35]([CH2:37][NH2:38])[OH:36]. Product: [OH:1][C:2]1[C:9]([O:10][CH3:11])=[CH:8][C:5]([C:6]#[N:7])=[C:4]([CH2:12][NH:38][CH2:37][CH2:35][OH:36])[C:3]=1[C:13]#[N:14]. The catalyst class is: 513. (8) Reactant: Cl.[CH3:2][N:3]1[C:7]([OH:8])=[CH:6][CH:5]=[N:4]1.C(N(CC)CC)C.[CH3:16][N:17]1[C:22](=[O:23])[N:21]([C:24]2[CH:29]=[CH:28][CH:27]=[CH:26][CH:25]=2)[C:20](=[O:30])[C:19]([C:31](Cl)=[O:32])=[N:18]1.CC(C)(O)C#N. Product: [OH:8][C:7]1[N:3]([CH3:2])[N:4]=[CH:5][C:6]=1[C:31]([C:19]1[C:20](=[O:30])[N:21]([C:24]2[CH:25]=[CH:26][CH:27]=[CH:28][CH:29]=2)[C:22](=[O:23])[N:17]([CH3:16])[N:18]=1)=[O:32]. The catalyst class is: 245.